Task: Predict the reactants needed to synthesize the given product.. Dataset: Full USPTO retrosynthesis dataset with 1.9M reactions from patents (1976-2016) Given the product [CH2:6]1[C:7]2[C:12](=[CH:11][CH:10]=[CH:9][CH:8]=2)[CH2:13][CH2:14][N:5]1[CH2:4][C@@H:3]([OH:15])[CH2:2][NH:1][C:16](=[O:23])[C:17]1[CH:22]=[CH:21][CH:20]=[CH:19][CH:18]=1, predict the reactants needed to synthesize it. The reactants are: [NH2:1][CH2:2][C@H:3]([OH:15])[CH2:4][N:5]1[CH2:14][CH2:13][C:12]2[C:7](=[CH:8][CH:9]=[CH:10][CH:11]=2)[CH2:6]1.[C:16](O)(=[O:23])[C:17]1[CH:22]=[CH:21][CH:20]=[CH:19][CH:18]=1.CN(C(ON1N=NC2C=CC=NC1=2)=[N+](C)C)C.F[P-](F)(F)(F)(F)F.